Task: Predict which catalyst facilitates the given reaction.. Dataset: Catalyst prediction with 721,799 reactions and 888 catalyst types from USPTO (1) Reactant: ClC(OC1C=CC=CC=1)=O.[NH2:11][C:12]1[C:13]([NH:19][CH:20]2[CH2:25][CH2:24][N:23](C(OC(C)(C)C)=O)[CH2:22][CH2:21]2)=[N:14][C:15]([Cl:18])=[N:16][CH:17]=1.C([O-])(O)=O.[Na+]. Product: [Cl:18][C:15]1[N:14]=[C:13]([NH:19][CH:20]2[CH2:21][CH2:22][NH:23][CH2:24][CH2:25]2)[C:12]([NH2:11])=[CH:17][N:16]=1. The catalyst class is: 161. (2) Reactant: Cl.[CH2:2]([O:9][C:10]1[CH:15]=[CH:14][C:13]([NH:16][C:17]2[C:26]3[C:21](=[CH:22][C:23]([F:34])=[C:24]([C:27]4[O:31][C:30]([CH:32]=O)=[CH:29][CH:28]=4)[CH:25]=3)[N:20]=[CH:19][N:18]=2)=[CH:12][CH:11]=1)[C:3]1[CH:8]=[CH:7][CH:6]=[CH:5][CH:4]=1.C(N(C(C)C)CC)(C)C.[CH3:44][S:45]([CH2:48][CH2:49][NH2:50])(=[O:47])=[O:46].C(O[BH-](OC(=O)C)OC(=O)C)(=O)C.[Na+]. Product: [CH2:2]([O:9][C:10]1[CH:15]=[CH:14][C:13]([NH:16][C:17]2[C:26]3[C:21](=[CH:22][C:23]([F:34])=[C:24]([C:27]4[O:31][C:30]([CH2:32][NH:50][CH2:49][CH2:48][S:45]([CH3:44])(=[O:47])=[O:46])=[CH:29][CH:28]=4)[CH:25]=3)[N:20]=[CH:19][N:18]=2)=[CH:12][CH:11]=1)[C:3]1[CH:4]=[CH:5][CH:6]=[CH:7][CH:8]=1. The catalyst class is: 478. (3) The catalyst class is: 4. Reactant: [Br:1][C:2]1[N:7]=[C:6]([NH2:8])[CH:5]=[C:4]([CH3:9])[CH:3]=1.[CH2:10]([O:12][C:13]([N:15]=[C:16]=[S:17])=[O:14])[CH3:11]. Product: [Br:1][C:2]1[N:7]=[C:6]([NH:8][C:16]([NH:15][C:13]([O:12][CH2:10][CH3:11])=[O:14])=[S:17])[CH:5]=[C:4]([CH3:9])[CH:3]=1.